This data is from Full USPTO retrosynthesis dataset with 1.9M reactions from patents (1976-2016). The task is: Predict the reactants needed to synthesize the given product. (1) Given the product [Br:12][C:8]1[CH:7]=[C:6]([CH:2]2[C:3](=[O:5])[N:27]([C@@H:25]([C:19]3[CH:24]=[CH:23][CH:22]=[CH:21][CH:20]=3)[CH3:26])[CH2:28][CH2:29][CH2:30][O:31]2)[CH:11]=[CH:10][CH:9]=1, predict the reactants needed to synthesize it. The reactants are: Br[CH:2]([C:6]1[CH:11]=[CH:10][CH:9]=[C:8]([Br:12])[CH:7]=1)[C:3]([OH:5])=O.C(Cl)(=O)C(Cl)=O.[C:19]1([C@H:25]([NH:27][CH2:28][CH2:29][CH2:30][OH:31])[CH3:26])[CH:24]=[CH:23][CH:22]=[CH:21][CH:20]=1.C(N(CC)CC)C.[OH-].[K+]. (2) The reactants are: Br[C:2]1[CH:7]=[CH:6][C:5]([O:8][CH2:9][CH:10]([CH3:12])[CH3:11])=[CH:4][CH:3]=1.C([Li])CCC.[Cl:18][C:19]1[CH:30]=[CH:29][C:22]([C:23](N(OC)C)=[O:24])=[CH:21][C:20]=1[S:31](=[O:34])(=[O:33])[NH2:32]. Given the product [Cl:18][C:19]1[CH:30]=[CH:29][C:22]([C:23](=[O:24])[C:2]2[CH:7]=[CH:6][C:5]([O:8][CH2:9][CH:10]([CH3:12])[CH3:11])=[CH:4][CH:3]=2)=[CH:21][C:20]=1[S:31]([NH2:32])(=[O:34])=[O:33], predict the reactants needed to synthesize it.